This data is from Peptide-MHC class I binding affinity with 185,985 pairs from IEDB/IMGT. The task is: Regression. Given a peptide amino acid sequence and an MHC pseudo amino acid sequence, predict their binding affinity value. This is MHC class I binding data. (1) The peptide sequence is FCKSCWFENK. The MHC is HLA-A68:01 with pseudo-sequence HLA-A68:01. The binding affinity (normalized) is 0.0385. (2) The peptide sequence is TNFEFFGKL. The MHC is HLA-C15:02 with pseudo-sequence HLA-C15:02. The binding affinity (normalized) is 0.318. (3) The peptide sequence is MHGHGKHIL. The MHC is HLA-A02:19 with pseudo-sequence HLA-A02:19. The binding affinity (normalized) is 0.0847. (4) The peptide sequence is MMHASTSPF. The MHC is HLA-B48:01 with pseudo-sequence HLA-B48:01. The binding affinity (normalized) is 0.543. (5) The peptide sequence is FPDHQLDPA. The MHC is Patr-A0701 with pseudo-sequence Patr-A0701. The binding affinity (normalized) is 0.1000. (6) The peptide sequence is GQTVEMSPF. The MHC is HLA-B40:01 with pseudo-sequence HLA-B40:01. The binding affinity (normalized) is 0.589. (7) The peptide sequence is VNNAVVMPA. The MHC is HLA-A02:02 with pseudo-sequence HLA-A02:02. The binding affinity (normalized) is 0.497. (8) The peptide sequence is TWEAWWTEYW. The MHC is HLA-A30:02 with pseudo-sequence HLA-A30:02. The binding affinity (normalized) is 0. (9) The peptide sequence is ATDFKFAMY. The MHC is HLA-A02:01 with pseudo-sequence HLA-A02:01. The binding affinity (normalized) is 0.0847. (10) The peptide sequence is FVNYNFTLV. The MHC is HLA-B40:01 with pseudo-sequence HLA-B40:01. The binding affinity (normalized) is 0.222.